From a dataset of Full USPTO retrosynthesis dataset with 1.9M reactions from patents (1976-2016). Predict the reactants needed to synthesize the given product. (1) Given the product [Cl:1][C:2]1[N:7]=[C:6]([I:16])[C:5]([OH:8])=[CH:4][C:3]=1[F:9], predict the reactants needed to synthesize it. The reactants are: [Cl:1][C:2]1[N:7]=[CH:6][C:5]([OH:8])=[CH:4][C:3]=1[F:9].C([O-])([O-])=O.[Na+].[Na+].[I:16]I.Cl. (2) Given the product [CH3:15][C:16]1([CH3:18])[CH2:2][C:1](=[O:3])[C:4]2[C:13](=[CH:12][CH:11]=[C:6]([C:7]([O:9][CH3:10])=[O:8])[CH:5]=2)[O:14]1, predict the reactants needed to synthesize it. The reactants are: [C:1]([C:4]1[CH:5]=[C:6]([CH:11]=[CH:12][C:13]=1[OH:14])[C:7]([O:9][CH3:10])=[O:8])(=[O:3])[CH3:2].[CH3:15][C:16]([CH3:18])=O.N1CCCC1.